From a dataset of Full USPTO retrosynthesis dataset with 1.9M reactions from patents (1976-2016). Predict the reactants needed to synthesize the given product. (1) Given the product [OH:1][CH2:2][CH2:3][C:4]1[CH:5]=[C:6]([CH:7]=[CH:8][CH:9]=1)[O:10][CH2:12][C:13]1[CH:22]=[CH:21][CH:20]=[CH:19][C:14]=1[C:15]([O:17][CH3:18])=[O:16], predict the reactants needed to synthesize it. The reactants are: [OH:1][CH2:2][CH2:3][C:4]1[CH:5]=[C:6]([OH:10])[CH:7]=[CH:8][CH:9]=1.Br[CH2:12][C:13]1[CH:22]=[CH:21][CH:20]=[CH:19][C:14]=1[C:15]([O:17][CH3:18])=[O:16].C(=O)([O-])[O-].[K+].[K+].C(O)C(N)(CO)CO. (2) Given the product [OH:8][C@H:7]([CH3:9])[CH2:6][NH:1][C@H:2]([CH3:5])[CH2:3][OH:4], predict the reactants needed to synthesize it. The reactants are: [NH2:1][C@H:2]([CH3:5])[CH2:3][OH:4].[CH3:6][C@@H:7]1[CH2:9][O:8]1. (3) Given the product [Cl:1][C:2]1[CH:3]=[C:4]([C@@H:8]2[C@@H:13]([C:14]3[CH:19]=[CH:18][C:17]([Cl:20])=[CH:16][CH:15]=3)[N:12]([CH2:21][CH:22]3[CH2:24][CH2:23]3)[C:11](=[O:25])[C@@H:10]([CH2:26][C:27]([NH:44][OH:51])=[O:28])[CH2:9]2)[CH:5]=[CH:6][CH:7]=1, predict the reactants needed to synthesize it. The reactants are: [Cl:1][C:2]1[CH:3]=[C:4]([C@@H:8]2[C@@H:13]([C:14]3[CH:19]=[CH:18][C:17]([Cl:20])=[CH:16][CH:15]=3)[N:12]([CH2:21][CH:22]3[CH2:24][CH2:23]3)[C:11](=[O:25])[C@@H:10]([CH2:26][C:27](O)=[O:28])[CH2:9]2)[CH:5]=[CH:6][CH:7]=1.Cl.C(N=C=NCCCN(C)C)C.N1C2C(=NC=CC=2)[N:44]([OH:51])N=1.Cl.NO.C(=O)([O-])O.[Na+]. (4) The reactants are: [F:1][C:2]1[CH:30]=[CH:29][CH:28]=[CH:27][C:3]=1[CH2:4][N:5]1[C:9]2=[N:10][CH:11]=[CH:12][CH:13]=[C:8]2[C:7]([C:14]2[N:15]=[C:16](I)[C:17]3[C:22]([CH3:24])([CH3:23])[C:21](=[O:25])[NH:20][C:18]=3[N:19]=2)=[N:6]1.[CH3:31][C:32]1[CH:36]=[C:35]([CH3:37])[NH:34][N:33]=1.C(=O)([O-])[O-].[Cs+].[Cs+].OC1C=CC=CC=1C=NO. Given the product [CH3:31][C:32]1[CH:36]=[C:35]([CH3:37])[N:34]([C:16]2[C:17]3[C:22]([CH3:24])([CH3:23])[C:21](=[O:25])[NH:20][C:18]=3[N:19]=[C:14]([C:7]3[C:8]4[C:9](=[N:10][CH:11]=[CH:12][CH:13]=4)[N:5]([CH2:4][C:3]4[CH:27]=[CH:28][CH:29]=[CH:30][C:2]=4[F:1])[N:6]=3)[N:15]=2)[N:33]=1, predict the reactants needed to synthesize it. (5) Given the product [N+:24]([C:12]1[CH:11]=[C:6]([C:7]([O:9][CH3:10])=[O:8])[C:5]2[O:4][CH2:18][CH2:16][O:15][C:14]=2[CH:13]=1)([O-:26])=[O:25], predict the reactants needed to synthesize it. The reactants are: BrCC[O:4][C:5]1[C:14]([O:15][C:16]([C:18]2C=CC=CC=2)=O)=[CH:13][C:12]([N+:24]([O-:26])=[O:25])=[CH:11][C:6]=1[C:7]([O:9][CH3:10])=[O:8].C(=O)([O-])[O-].[K+].[K+].